From a dataset of Aqueous solubility values for 9,982 compounds from the AqSolDB database. Regression/Classification. Given a drug SMILES string, predict its absorption, distribution, metabolism, or excretion properties. Task type varies by dataset: regression for continuous measurements (e.g., permeability, clearance, half-life) or binary classification for categorical outcomes (e.g., BBB penetration, CYP inhibition). For this dataset (solubility_aqsoldb), we predict Y. The drug is COCC(C)O. The Y is 1.05 log mol/L.